This data is from Forward reaction prediction with 1.9M reactions from USPTO patents (1976-2016). The task is: Predict the product of the given reaction. (1) Given the reactants [CH3:1][C:2]([NH:14][C@@H:15]1[CH2:19][C@H:18]([C:20]2[CH:25]=[CH:24][CH:23]=[C:22]([O:26][C:27]([F:30])([F:29])[F:28])[CH:21]=2)[N:17]([C:31]2[CH:36]=[CH:35][C:34]([C:37]([F:40])([F:39])[F:38])=[CH:33][CH:32]=2)[C:16]1=[O:41])([C:4]1[CH:9]=[CH:8][N:7]=[C:6]([C:10]([F:13])([F:12])[F:11])[N:5]=1)[CH3:3].O.[C:43]1([CH3:53])[CH:48]=[CH:47][C:46]([S:49]([OH:52])(=[O:51])=[O:50])=[CH:45][CH:44]=1, predict the reaction product. The product is: [S:49]([C:46]1[CH:47]=[CH:48][C:43]([CH3:53])=[CH:44][CH:45]=1)([OH:52])(=[O:51])=[O:50].[CH3:3][C:2]([NH:14][C@@H:15]1[CH2:19][C@H:18]([C:20]2[CH:25]=[CH:24][CH:23]=[C:22]([O:26][C:27]([F:28])([F:29])[F:30])[CH:21]=2)[N:17]([C:31]2[CH:32]=[CH:33][C:34]([C:37]([F:38])([F:40])[F:39])=[CH:35][CH:36]=2)[C:16]1=[O:41])([C:4]1[CH:9]=[CH:8][N:7]=[C:6]([C:10]([F:11])([F:13])[F:12])[N:5]=1)[CH3:1]. (2) Given the reactants [Cl:1][C:2]1[N:7]=[C:6](Cl)[C:5]([F:9])=[CH:4][N:3]=1.[NH2:10][C:11]1[C:12]([O:19][CH3:20])=[N:13][C:14]([O:17][CH3:18])=[CH:15][CH:16]=1, predict the reaction product. The product is: [Cl:1][C:2]1[N:7]=[C:6]([NH:10][C:11]2[C:12]([O:19][CH3:20])=[N:13][C:14]([O:17][CH3:18])=[CH:15][CH:16]=2)[C:5]([F:9])=[CH:4][N:3]=1.